This data is from Full USPTO retrosynthesis dataset with 1.9M reactions from patents (1976-2016). The task is: Predict the reactants needed to synthesize the given product. Given the product [Cl:21][C:22]1[CH:27]=[CH:26][CH:25]=[CH:24][C:23]=1[C:2]1[S:6][C:5]([C@H:7]2[N:11]([CH3:12])[C:10](=[O:13])[C@@H:9]([CH2:14][N:15]3[CH2:20][CH2:19][CH2:18][CH2:17][CH2:16]3)[CH2:8]2)=[CH:4][CH:3]=1, predict the reactants needed to synthesize it. The reactants are: Br[C:2]1[S:6][C:5]([C@H:7]2[N:11]([CH3:12])[C:10](=[O:13])[C@@H:9]([CH2:14][N:15]3[CH2:20][CH2:19][CH2:18][CH2:17][CH2:16]3)[CH2:8]2)=[CH:4][CH:3]=1.[Cl:21][C:22]1[CH:27]=[CH:26][CH:25]=[CH:24][C:23]=1B(O)O.C([O-])([O-])=O.[Na+].[Na+].C(O)C.